Dataset: Full USPTO retrosynthesis dataset with 1.9M reactions from patents (1976-2016). Task: Predict the reactants needed to synthesize the given product. Given the product [C:30]([O:29][C:27]([N:24]1[CH2:23][CH2:22][CH:21]([N:20]([C:10]2[N:9]=[C:8]([N:7]3[C:6]4[CH:38]=[CH:39][CH:40]=[C:41]([O:42][CH3:43])[C:5]=4[N:4]=[C:3]3[CH:2]([F:44])[F:1])[N:13]=[C:12]([N:14]3[CH2:19][CH2:18][O:17][CH2:16][CH2:15]3)[N:11]=2)[CH2:34][CH2:35][CH2:36][N:53]2[CH2:52][CH2:51][N:50]([C:56]([O:58][C:59]([CH3:62])([CH3:61])[CH3:60])=[O:57])[CH2:55][CH2:54]2)[CH2:26][CH2:25]1)=[O:28])([CH3:32])([CH3:31])[CH3:33], predict the reactants needed to synthesize it. The reactants are: [F:1][CH:2]([F:44])[C:3]1[N:7]([C:8]2[N:13]=[C:12]([N:14]3[CH2:19][CH2:18][O:17][CH2:16][CH2:15]3)[N:11]=[C:10]([N:20]([CH2:34][CH2:35][CH2:36]O)[CH:21]3[CH2:26][CH2:25][N:24]([C:27]([O:29][C:30]([CH3:33])([CH3:32])[CH3:31])=[O:28])[CH2:23][CH2:22]3)[N:9]=2)[C:6]2[CH:38]=[CH:39][CH:40]=[C:41]([O:42][CH3:43])[C:5]=2[N:4]=1.CS(Cl)(=O)=O.[N:50]1([C:56]([O:58][C:59]([CH3:62])([CH3:61])[CH3:60])=[O:57])[CH2:55][CH2:54][NH:53][CH2:52][CH2:51]1.